Task: Regression. Given two drug SMILES strings and cell line genomic features, predict the synergy score measuring deviation from expected non-interaction effect.. Dataset: NCI-60 drug combinations with 297,098 pairs across 59 cell lines (1) Drug 1: C1=CC(=CC=C1C#N)C(C2=CC=C(C=C2)C#N)N3C=NC=N3. Synergy scores: CSS=55.5, Synergy_ZIP=3.36, Synergy_Bliss=2.89, Synergy_Loewe=-0.627, Synergy_HSA=3.87. Drug 2: CC1CCCC2(C(O2)CC(NC(=O)CC(C(C(=O)C(C1O)C)(C)C)O)C(=CC3=CSC(=N3)C)C)C. Cell line: A549. (2) Cell line: HCT-15. Synergy scores: CSS=62.8, Synergy_ZIP=13.2, Synergy_Bliss=14.5, Synergy_Loewe=15.8, Synergy_HSA=16.9. Drug 2: COC1=C(C=C2C(=C1)N=CN=C2NC3=CC(=C(C=C3)F)Cl)OCCCN4CCOCC4. Drug 1: CN1CCC(CC1)COC2=C(C=C3C(=C2)N=CN=C3NC4=C(C=C(C=C4)Br)F)OC. (3) Drug 1: C1=NC2=C(N1)C(=S)N=C(N2)N. Drug 2: C1CNP(=O)(OC1)N(CCCl)CCCl. Cell line: HCC-2998. Synergy scores: CSS=26.0, Synergy_ZIP=-0.505, Synergy_Bliss=1.55, Synergy_Loewe=-35.8, Synergy_HSA=1.14. (4) Drug 1: CC1C(C(CC(O1)OC2CC(OC(C2O)C)OC3=CC4=CC5=C(C(=O)C(C(C5)C(C(=O)C(C(C)O)O)OC)OC6CC(C(C(O6)C)O)OC7CC(C(C(O7)C)O)OC8CC(C(C(O8)C)O)(C)O)C(=C4C(=C3C)O)O)O)O. Drug 2: C(CN)CNCCSP(=O)(O)O. Cell line: ACHN. Synergy scores: CSS=48.7, Synergy_ZIP=1.17, Synergy_Bliss=0.201, Synergy_Loewe=1.31, Synergy_HSA=0.843.